Dataset: Catalyst prediction with 721,799 reactions and 888 catalyst types from USPTO. Task: Predict which catalyst facilitates the given reaction. (1) Reactant: [CH:1]([C:4]1[CH:5]=[C:6]([CH:9]=[CH:10][C:11]=1[O:12][CH3:13])C=O)([CH3:3])[CH3:2].S(=O)(=O)(O)[OH:15].OO. Product: [CH:1]([C:4]1[CH:5]=[C:6]([OH:15])[CH:9]=[CH:10][C:11]=1[O:12][CH3:13])([CH3:3])[CH3:2]. The catalyst class is: 5. (2) Reactant: [CH3:1][C:2]1[C:7]([CH3:8])=[CH:6][CH:5]=[CH:4][C:3]=1[NH:9][C:10](=O)[CH2:11][CH2:12][C:13]([O:15][CH3:16])=[O:14]. Product: [CH3:1][C:2]1[C:7]([CH3:8])=[CH:6][CH:5]=[CH:4][C:3]=1[NH:9][CH2:10][CH2:11][CH2:12][C:13]([O:15][CH3:16])=[O:14]. The catalyst class is: 1.